Dataset: Reaction yield outcomes from USPTO patents with 853,638 reactions. Task: Predict the reaction yield, written as a fraction of the theoretical maximum amount of product (1.0 means a 100% yield; for example, 0.34 means a 34% yield). (1) The reactants are C(Cl)(=O)C(Cl)=O.[CH3:7][N:8]([CH3:11])[CH:9]=[O:10].[CH3:12][C:13]1[O:17][C:16]([C:18]2[CH:23]=[CH:22][CH:21]=[CH:20][CH:19]=2)=[N:15][C:14]=1[CH2:24][O:25][C:26]1[CH:46]=[CH:45][C:29]([CH2:30][O:31]/[N:32]=[C:33](/[C:39]2[CH:44]=[CH:43][CH:42]=[CH:41][CH:40]=2)\[CH2:34][CH2:35]C(O)=O)=[CH:28][CH:27]=1.C(OCC)(=O)C.CCCCCC. The catalyst is O1CCCC1. The product is [CH3:7][N:8]([CH3:11])[C:9](=[O:10])[CH2:35][CH2:34]/[C:33](=[N:32]\[O:31][CH2:30][C:29]1[CH:45]=[CH:46][C:26]([O:25][CH2:24][C:14]2[N:15]=[C:16]([C:18]3[CH:19]=[CH:20][CH:21]=[CH:22][CH:23]=3)[O:17][C:13]=2[CH3:12])=[CH:27][CH:28]=1)/[C:39]1[CH:40]=[CH:41][CH:42]=[CH:43][CH:44]=1. The yield is 0.690. (2) The reactants are [I:1][C:2]1[CH:8]=[CH:7][C:5]([NH2:6])=[CH:4][CH:3]=1.[C:9](N1C=CN=C1)([N:11]1C=CN=C1)=[S:10].N. The catalyst is ClCCl. The product is [I:1][C:2]1[CH:8]=[CH:7][C:5]([NH:6][C:9]([NH2:11])=[S:10])=[CH:4][CH:3]=1. The yield is 0.590. (3) The reactants are [C@@H:1]12[CH2:7][NH:6][C@@H:5]1[CH2:4][N:3]([C:8]([O:10][CH2:11][C:12]1[CH:17]=[CH:16][CH:15]=[CH:14][CH:13]=1)=[O:9])[CH2:2]2.[Cl:18][C:19]1[CH:24]=[CH:23][C:22](Br)=[CH:21][N:20]=1. No catalyst specified. The product is [Cl:18][C:19]1[N:20]=[CH:21][C:22]([N:6]2[CH2:7][C@@H:1]3[C@H:5]2[CH2:4][N:3]([C:8]([O:10][CH2:11][C:12]2[CH:17]=[CH:16][CH:15]=[CH:14][CH:13]=2)=[O:9])[CH2:2]3)=[CH:23][CH:24]=1. The yield is 0.510. (4) The reactants are [CH2:1]([CH:3]([C:6]1[C:10]([CH2:11][CH2:12][CH2:13][OH:14])=[CH:9][N:8]([C:15]2[CH:20]=[CH:19][C:18]([C:21]([F:24])([F:23])[F:22])=[CH:17][N:16]=2)[N:7]=1)[CH2:4][CH3:5])[CH3:2].[CH2:25]([N:27]1[CH:31]=[C:30]([CH2:32][C:33]([O:35]C)=[O:34])[C:29](O)=[N:28]1)[CH3:26].C(P(CCCC)CCCC)CCC.N(C(N1CCCCC1)=O)=NC(N1CCCCC1)=O. The catalyst is O1CCCC1. The product is [CH2:25]([N:27]1[CH:31]=[C:30]([CH2:32][C:33]([OH:35])=[O:34])[C:29]([O:14][CH2:13][CH2:12][CH2:11][C:10]2[C:6]([CH:3]([CH2:4][CH3:5])[CH2:1][CH3:2])=[N:7][N:8]([C:15]3[CH:20]=[CH:19][C:18]([C:21]([F:23])([F:24])[F:22])=[CH:17][N:16]=3)[CH:9]=2)=[N:28]1)[CH3:26]. The yield is 0.720. (5) The reactants are [F:1][C:2]1[CH:7]=[CH:6][C:5]([C:8](=[O:12])[CH2:9][C:10]#[N:11])=[CH:4][CH:3]=1.[CH3:13][O:14][C:15]1[CH:21]=[CH:20][C:18]([NH2:19])=[CH:17][CH:16]=1. The catalyst is C(O)C. The product is [F:1][C:2]1[CH:3]=[CH:4][C:5]([C:8](=[O:12])[CH2:9][C:10](=[NH:11])[NH:19][C:18]2[CH:20]=[CH:21][C:15]([O:14][CH3:13])=[CH:16][CH:17]=2)=[CH:6][CH:7]=1. The yield is 0.720. (6) The reactants are [CH2:1]([C:3]1[N:4]([C:28]2[CH:33]=[CH:32][C:31]([OH:34])=[CH:30][CH:29]=2)[C:5](=[O:27])[C:6]([CH2:12][C:13]2[CH:18]=[CH:17][C:16]([C:19]3[C:20]([C:25]#[N:26])=[CH:21][CH:22]=[CH:23][CH:24]=3)=[CH:15][CH:14]=2)=[C:7]([CH2:9][CH2:10][CH3:11])[N:8]=1)[CH3:2].[F:35][C:36]1([F:43])[CH2:41][CH2:40][CH:39](O)[CH2:38][CH2:37]1.N(C(OC(C)C)=O)=NC(OC(C)C)=O.C1(P(C2C=CC=CC=2)C2C=CC=CC=2)C=CC=CC=1. The yield is 0.860. The product is [F:35][C:36]1([F:43])[CH2:41][CH2:40][CH:39]([O:34][C:31]2[CH:32]=[CH:33][C:28]([N:4]3[C:5](=[O:27])[C:6]([CH2:12][C:13]4[CH:18]=[CH:17][C:16]([C:19]5[C:20]([C:25]#[N:26])=[CH:21][CH:22]=[CH:23][CH:24]=5)=[CH:15][CH:14]=4)=[C:7]([CH2:9][CH2:10][CH3:11])[N:8]=[C:3]3[CH2:1][CH3:2])=[CH:29][CH:30]=2)[CH2:38][CH2:37]1. The catalyst is C(OCC)(=O)C.O1CCCC1. (7) The reactants are C(Cl)(=O)C(Cl)=O.CS(C)=O.[I:11][C:12]1[C:16]([CH2:17][OH:18])=[CH:15][N:14]([CH:19]2[CH2:24][CH2:23][CH2:22][CH2:21][O:20]2)[N:13]=1.C(N(CC)CC)C. The catalyst is ClCCl. The product is [I:11][C:12]1[C:16]([CH:17]=[O:18])=[CH:15][N:14]([CH:19]2[CH2:24][CH2:23][CH2:22][CH2:21][O:20]2)[N:13]=1. The yield is 0.900. (8) The reactants are C[O:2][C:3]([C:5]1[CH:13]=[C:12]2[C:8]([CH:9]=[N:10][N:11]2[CH:14]([CH3:16])[CH3:15])=[C:7]([C:17]2[CH:22]=[CH:21][C:20]([CH3:23])=[CH:19][N:18]=2)[CH:6]=1)=[O:4].[OH-].[Na+]. The catalyst is CO. The product is [CH:14]([N:11]1[C:12]2[C:8](=[C:7]([C:17]3[CH:22]=[CH:21][C:20]([CH3:23])=[CH:19][N:18]=3)[CH:6]=[C:5]([C:3]([OH:4])=[O:2])[CH:13]=2)[CH:9]=[N:10]1)([CH3:16])[CH3:15]. The yield is 1.00.